Task: Binary Classification. Given a miRNA mature sequence and a target amino acid sequence, predict their likelihood of interaction.. Dataset: Experimentally validated miRNA-target interactions with 360,000+ pairs, plus equal number of negative samples The miRNA is mmu-miR-466f-3p with sequence CAUACACACACACAUACACAC. The protein sequence of the target gene is MAPSVVLRSFSRLLAPARLPSCSSTRSKFYVREPVNAKPNWLAVGLSVGASVFMWIYLIQTHNEDVLEYKRRNGLE. Result: 1 (interaction).